Dataset: Forward reaction prediction with 1.9M reactions from USPTO patents (1976-2016). Task: Predict the product of the given reaction. Given the reactants O1C=CN=C1.[CH2:6]([C:13]1[CH:14]=[C:15]([C:28]([N:30]2[CH2:35][CH2:34][N:33]([C:36]([O:38][C:39]([CH3:42])([CH3:41])[CH3:40])=[O:37])[CH2:32][CH2:31]2)=[O:29])[N:16]=[N:17][C:18]=1[C:19](=[O:27])[NH:20][C@@H:21]([CH:24]([CH3:26])[CH3:25])[CH2:22]O)[C:7]1[CH:12]=[CH:11][CH:10]=[CH:9][CH:8]=1, predict the reaction product. The product is: [CH2:6]([C:13]1[CH:14]=[C:15]([C:28]([N:30]2[CH2:35][CH2:34][N:33]([C:36]([O:38][C:39]([CH3:41])([CH3:42])[CH3:40])=[O:37])[CH2:32][CH2:31]2)=[O:29])[N:16]=[N:17][C:18]=1[C:19]1[O:27][CH:22]=[C:21]([CH:24]([CH3:25])[CH3:26])[N:20]=1)[C:7]1[CH:8]=[CH:9][CH:10]=[CH:11][CH:12]=1.